Task: Predict the product of the given reaction.. Dataset: Forward reaction prediction with 1.9M reactions from USPTO patents (1976-2016) (1) Given the reactants [CH2:1]([O:3][C:4]([C:6]1[CH:7]=[CH:8][C:9]([C:12]#[C:13][Si](C)(C)C)=[N:10][CH:11]=1)=[O:5])[CH3:2].[C:18]1([S:24]([NH:27][C:28]2[C:33](I)=[CH:32][C:31]([S:35]([CH3:38])(=[O:37])=[O:36])=[CH:30][CH:29]=2)(=[O:26])=[O:25])[CH:23]=[CH:22][CH:21]=[CH:20][CH:19]=1.C([O-])(=O)C.[K+].CN(C)C=O, predict the reaction product. The product is: [C:18]1([S:24]([N:27]2[C:28]3[C:29](=[CH:30][C:31]([S:35]([CH3:38])(=[O:37])=[O:36])=[CH:32][CH:33]=3)[CH:13]=[C:12]2[C:9]2[CH:8]=[CH:7][C:6]([C:4]([O:3][CH2:1][CH3:2])=[O:5])=[CH:11][N:10]=2)(=[O:25])=[O:26])[CH:19]=[CH:20][CH:21]=[CH:22][CH:23]=1. (2) Given the reactants [Cl:1][C:2]1[CH:9]=[CH:8][C:5]([CH2:6]N)=[CH:4][CH:3]=1.[NH2:10][C@H:11]([C:25]1[CH:30]=[CH:29][CH:28]=[CH:27][CH:26]=1)[CH2:12][N:13]([CH3:24])[C:14]([C@@H:16]([CH2:21][CH:22]=[CH2:23])[CH2:17][C:18]([OH:20])=O)=[O:15], predict the reaction product. The product is: [NH2:10][C@H:11]([C:25]1[CH:30]=[CH:29][CH:28]=[CH:27][CH:26]=1)[CH2:12][N:13]([CH3:24])[C:14](=[O:15])[C@H:16]([CH2:17][C:18](=[O:20])[CH2:6][C:5]1[CH:8]=[CH:9][C:2]([Cl:1])=[CH:3][CH:4]=1)[CH2:21][CH:22]=[CH2:23].